This data is from Full USPTO retrosynthesis dataset with 1.9M reactions from patents (1976-2016). The task is: Predict the reactants needed to synthesize the given product. Given the product [CH2:22]([C:24]1[S:28][CH:27]=[C:26]([C:29]([N:31]2[CH2:36][C:35]3([CH2:41][CH2:40][N:39]([CH2:57][C:56]4[CH:59]=[C:52]([CH2:51][CH2:50][OH:49])[CH:53]=[CH:54][C:55]=4[F:60])[CH2:38][CH2:37]3)[O:34][CH2:33][CH2:32]2)=[O:30])[CH:25]=1)[CH3:23], predict the reactants needed to synthesize it. The reactants are: C(O[BH-](OC(=O)C)OC(=O)C)(=O)C.[Na+].FC(F)(F)C(O)=O.[CH2:22]([C:24]1[S:28][CH:27]=[C:26]([C:29]([N:31]2[CH2:36][C:35]3([CH2:41][CH2:40][NH:39][CH2:38][CH2:37]3)[O:34][CH2:33][CH2:32]2)=[O:30])[CH:25]=1)[CH3:23].[Si]([O:49][CH2:50][CH2:51][C:52]1[CH:53]=[CH:54][C:55]([F:60])=[C:56]([CH:59]=1)[CH:57]=O)(C(C)(C)C)(C)C.C(O)(=O)C.